From a dataset of Catalyst prediction with 721,799 reactions and 888 catalyst types from USPTO. Predict which catalyst facilitates the given reaction. (1) Reactant: [H-].[Na+].C[Si](N[Si](C)(C)C)(C)C.[CH:12]([C:15]1[CH:21]=[CH:20][C:18]([NH2:19])=[C:17]([N+:22]([O-:24])=[O:23])[CH:16]=1)([CH3:14])[CH3:13].[CH3:25][C:26]([O:29][C:30](O[C:30]([O:29][C:26]([CH3:28])([CH3:27])[CH3:25])=[O:31])=[O:31])([CH3:28])[CH3:27]. Product: [CH:12]([C:15]1[CH:21]=[CH:20][C:18]([NH:19][C:30](=[O:31])[O:29][C:26]([CH3:28])([CH3:27])[CH3:25])=[C:17]([N+:22]([O-:24])=[O:23])[CH:16]=1)([CH3:14])[CH3:13]. The catalyst class is: 30. (2) Reactant: Cl.[S:2]1[CH2:7][CH2:6][CH:5]([NH2:8])[CH2:4][CH2:3]1.C(N(CC)CC)C.[N+:16]([C:19]1[CH:24]=[CH:23][CH:22]=[CH:21][C:20]=1[S:25](Cl)(=[O:27])=[O:26])([O-:18])=[O:17]. Product: [N+:16]([C:19]1[CH:24]=[CH:23][CH:22]=[CH:21][C:20]=1[S:25]([NH:8][CH:5]1[CH2:6][CH2:7][S:2][CH2:3][CH2:4]1)(=[O:27])=[O:26])([O-:18])=[O:17]. The catalyst class is: 1. (3) Reactant: [CH3:1][N:2]([CH3:19])[C:3]1[CH:4]=[C:5]([OH:18])[C:6](=[CH:16][CH:17]=1)[CH:7]=[N:8][C@@H:9]1[CH2:14][CH2:13][CH2:12][CH2:11][C@H:10]1[NH2:15].[OH:20][C:21]1[CH:28]=[C:27]([OH:29])[CH:26]=[CH:25][C:22]=1[CH:23]=O. Product: [CH3:1][N:2]([CH3:19])[C:3]1[CH:4]=[C:5]([OH:18])[C:6](=[CH:16][CH:17]=1)[CH:7]=[N:8][C@@H:9]1[CH2:14][CH2:13][CH2:12][CH2:11][C@H:10]1[N:15]=[CH:23][C:22]1[C:21](=[CH:28][C:27]([OH:29])=[CH:26][CH:25]=1)[OH:20]. The catalyst class is: 8.